Dataset: Forward reaction prediction with 1.9M reactions from USPTO patents (1976-2016). Task: Predict the product of the given reaction. (1) The product is: [NH2:15][C:10]([C:8]1[NH:7][C:6]2[CH:49]=[CH:50][C:3]([C:1]#[N:2])=[CH:4][C:5]=2[N:9]=1)([C:22]1[C:30]([O:31][CH3:32])=[CH:29][C:28]([CH3:33])=[C:27]2[C:23]=1[CH:24]=[CH:25][NH:26]2)[C:11]([F:14])([F:13])[F:12]. Given the reactants [C:1]([C:3]1[CH:50]=[CH:49][C:6]2[N:7](COCC[Si](C)(C)C)[C:8]([C:10]([C:22]3[C:30]([O:31][CH3:32])=[CH:29][C:28]([CH3:33])=[C:27]4[C:23]=3[CH:24]=[CH:25][N:26]4C(OC(C)(C)C)=O)([NH:15]S(C(C)(C)C)=O)[C:11]([F:14])([F:13])[F:12])=[N:9][C:5]=2[CH:4]=1)#[N:2].C(C1C=CC2N=C(C(C3C(OC)=CC(C)=C4C=3C=CN4C(OC(C)(C)C)=O)(NS(C(C)(C)C)=O)C(F)(F)F)N(COCC[Si](C)(C)C)C=2C=1)#N.CO.C([O-])([O-])=O.[Cs+].[Cs+], predict the reaction product. (2) Given the reactants [NH2:1][CH2:2][C@@H:3]([OH:5])[CH3:4].Cl[C:7]([O:9][CH2:10][C:11]1[CH:16]=[CH:15][CH:14]=[CH:13][CH:12]=1)=[O:8], predict the reaction product. The product is: [CH2:10]([O:9][C:7]([NH:1][CH2:2][C@@H:3]([OH:5])[CH3:4])=[O:8])[C:11]1[CH:16]=[CH:15][CH:14]=[CH:13][CH:12]=1. (3) Given the reactants [O:1]=[C:2]1[NH:10]/[C:9](=[N:11]\[N:12]=[CH:13]\[CH2:14][CH2:15][C:16]([OH:18])=[O:17])/[N:8]([CH2:19][CH2:20][CH2:21][CH2:22][CH3:23])[C:7]2[N:6]=[CH:5][NH:4][C:3]1=2, predict the reaction product. The product is: [O:1]=[C:2]1[N:10]2[C:13]([CH2:14][CH2:15][C:16]([OH:18])=[O:17])=[N:12][N:11]=[C:9]2[N:8]([CH2:19][CH2:20][CH2:21][CH2:22][CH3:23])[C:7]2[N:6]=[CH:5][NH:4][C:3]1=2. (4) Given the reactants [Cl:1][C:2]1[C:7]([S:8]([CH3:11])(=[O:10])=[O:9])=[CH:6][C:5]([C:12]2[N:13]([C:33](Cl)=[O:34])[C@@:14]([C:26]3[CH:31]=[CH:30][C:29]([Cl:32])=[CH:28][CH:27]=3)([CH3:25])[C@@:15]([C:18]3[CH:23]=[CH:22][C:21]([Cl:24])=[CH:20][CH:19]=3)([CH3:17])[N:16]=2)=[C:4]([O:36][CH2:37][CH3:38])[CH:3]=1.[CH3:39][S:40]([CH2:43][CH2:44][N:45]1[CH2:50][CH2:49][NH:48][CH2:47][CH2:46]1)(=[O:42])=[O:41], predict the reaction product. The product is: [Cl:1][C:2]1[C:7]([S:8]([CH3:11])(=[O:10])=[O:9])=[CH:6][C:5]([C:12]2[N:13]([C:33]([N:48]3[CH2:47][CH2:46][N:45]([CH2:44][CH2:43][S:40]([CH3:39])(=[O:41])=[O:42])[CH2:50][CH2:49]3)=[O:34])[C@@:14]([C:26]3[CH:31]=[CH:30][C:29]([Cl:32])=[CH:28][CH:27]=3)([CH3:25])[C@@:15]([C:18]3[CH:19]=[CH:20][C:21]([Cl:24])=[CH:22][CH:23]=3)([CH3:17])[N:16]=2)=[C:4]([O:36][CH2:37][CH3:38])[CH:3]=1. (5) Given the reactants COC(=O)[CH2:4][N:5]([S:29]([C:32]1[CH:37]=[CH:36][C:35]([O:38]CC2C=CC=CC=2)=[CH:34][CH:33]=1)(=[O:31])=[O:30])[CH:6]([C:20]12[O:27][CH2:26][C:23]([CH3:28])([CH2:24][O:25]1)[CH2:22][O:21]2)[CH:7]([NH:9][C:10]([O:12]CC1C=CC=CC=1)=O)[CH3:8].C(N(CC)CC)C.[H][H], predict the reaction product. The product is: [OH:38][C:35]1[CH:34]=[CH:33][C:32]([S:29]([N:5]2[CH:6]([C:20]34[O:27][CH2:26][C:23]([CH3:28])([CH2:22][O:21]3)[CH2:24][O:25]4)[CH:7]([CH3:8])[NH:9][C:10](=[O:12])[CH2:4]2)(=[O:31])=[O:30])=[CH:37][CH:36]=1. (6) Given the reactants Cl[CH2:2][C:3]1[CH:8]=[CH:7][C:6]([S:9]([NH:12][C@@H:13]([C:15]2[N:19]([CH2:20][CH3:21])[C:18]3[CH:22]=[C:23]([C:26]([F:29])([F:28])[F:27])[CH:24]=[CH:25][C:17]=3[N:16]=2)[CH3:14])(=[O:11])=[O:10])=[CH:5][CH:4]=1.[C:30](#[N:32])C.[F-].C([N+](CCCC)(CCCC)CCCC)CCC, predict the reaction product. The product is: [C:30]([CH2:2][C:3]1[CH:8]=[CH:7][C:6]([S:9]([NH:12][C@@H:13]([C:15]2[N:19]([CH2:20][CH3:21])[C:18]3[CH:22]=[C:23]([C:26]([F:29])([F:28])[F:27])[CH:24]=[CH:25][C:17]=3[N:16]=2)[CH3:14])(=[O:11])=[O:10])=[CH:5][CH:4]=1)#[N:32]. (7) The product is: [CH2:20]([O:19][P:15]([C:14]1[C:4]2[C:5](=[CH:6][CH:7]=[C:2]([Cl:1])[CH:3]=2)[CH:8]=[C:9]2[CH2:10][CH2:11][CH2:12][C:13]=12)(=[O:22])[O:16][CH2:17][CH3:18])[CH3:21]. Given the reactants [Cl:1][C:2]1[CH:7]=[CH:6][C:5](/[CH:8]=[CH:9]/[CH2:10][CH2:11][CH2:12][C:13]#[C:14][P:15](=[O:22])([O:19][CH2:20][CH3:21])[O:16][CH2:17][CH3:18])=[CH:4][CH:3]=1, predict the reaction product.